This data is from Catalyst prediction with 721,799 reactions and 888 catalyst types from USPTO. The task is: Predict which catalyst facilitates the given reaction. (1) Reactant: [CH2:1]([O:8][C:9]1[C:14]2[CH:15]=[C:16]([C:18](=O)[CH2:19]Br)[O:17][C:13]=2[CH:12]=[C:11]([O:22][CH3:23])[CH:10]=1)[C:2]1[CH:7]=[CH:6][CH:5]=[CH:4][CH:3]=1.[F:24][C@H:25]([C:27]1[S:31][C:30]([NH2:32])=[N:29][N:28]=1)[CH3:26].CC(O)C. Product: [CH2:1]([O:8][C:9]1[C:14]2[CH:15]=[C:16]([C:18]3[N:32]=[C:30]4[N:29]([CH:19]=3)[N:28]=[C:27]([C@@H:25]([F:24])[CH3:26])[S:31]4)[O:17][C:13]=2[CH:12]=[C:11]([O:22][CH3:23])[CH:10]=1)[C:2]1[CH:7]=[CH:6][CH:5]=[CH:4][CH:3]=1. The catalyst class is: 2. (2) Reactant: [OH-].[Na+:2].C[O:4][C:5]([CH:7]1[CH2:12][CH2:11][CH:10]([NH:13][C:14]2[N:19]=[C:18]([N:20]3[C:28]4[C:23](=[C:24]([O:29][CH2:30][CH2:31][CH2:32][S:33]([CH3:36])(=[O:35])=[O:34])[CH:25]=[CH:26][CH:27]=4)[CH:22]=[CH:21]3)[CH:17]=[CH:16][N:15]=2)[CH2:9][CH2:8]1)=[O:6]. Product: [CH3:36][S:33]([CH2:32][CH2:31][CH2:30][O:29][C:24]1[CH:25]=[CH:26][CH:27]=[C:28]2[C:23]=1[CH:22]=[CH:21][N:20]2[C:18]1[CH:17]=[CH:16][N:15]=[C:14]([NH:13][CH:10]2[CH2:11][CH2:12][CH:7]([C:5]([O-:6])=[O:4])[CH2:8][CH2:9]2)[N:19]=1)(=[O:35])=[O:34].[Na+:2]. The catalyst class is: 666. (3) Reactant: [Cl:1][C:2]1[N:10]=[CH:9][N:8]=[C:7]2[C:3]=1[NH:4][CH:5]=[N:6]2.[H-].[Na+].C(O[CH:17]1[O:30][C@:29]([CH3:41])([CH2:31][O:32][C:33](=[O:40])[C:34]2[CH:39]=[CH:38][CH:37]=[CH:36][CH:35]=2)[C@@H:19]([O:20][C:21](=[O:28])[C:22]2[CH:27]=[CH:26][CH:25]=[CH:24][CH:23]=2)[C@@H:18]1[F:42])(=O)C.C(O)(=O)C. Product: [Cl:1][C:2]1[N:10]=[CH:9][N:8]=[C:7]2[C:3]=1[N:4]=[CH:5][N:6]2[C@@H:17]1[O:30][C@:29]([CH3:41])([CH2:31][O:32][C:33](=[O:40])[C:34]2[CH:39]=[CH:38][CH:37]=[CH:36][CH:35]=2)[C@@H:19]([O:20][C:21](=[O:28])[C:22]2[CH:27]=[CH:26][CH:25]=[CH:24][CH:23]=2)[C@@H:18]1[F:42]. The catalyst class is: 23.